Dataset: Reaction yield outcomes from USPTO patents with 853,638 reactions. Task: Predict the reaction yield, written as a fraction of the theoretical maximum amount of product (1.0 means a 100% yield; for example, 0.34 means a 34% yield). The reactants are Cl[C@H:2]([CH3:6])[C:3]([OH:5])=[O:4].[CH3:7][N:8]1[C:12]([C:13]2[S:14][CH:15]=[CH:16][CH:17]=2)=[N:11][N:10]=[C:9]1[SH:18].C(=O)([O-])[O-].[K+].[K+]. The catalyst is C(#N)C.CN(C=O)C. The product is [CH3:7][N:8]1[C:12]([C:13]2[S:14][CH:15]=[CH:16][CH:17]=2)=[N:11][N:10]=[C:9]1[S:18][CH:2]([CH3:6])[C:3]([OH:5])=[O:4]. The yield is 0.120.